From a dataset of Full USPTO retrosynthesis dataset with 1.9M reactions from patents (1976-2016). Predict the reactants needed to synthesize the given product. (1) The reactants are: C[N:2](C(ON1N=NC2C=CC=NC1=2)=[N+](C)C)C.F[P-](F)(F)(F)(F)F.[N:25]1[CH:30]=[CH:29][CH:28]=[CH:27][C:26]=1[C:31]1[CH:36]=[CH:35][C:34]([CH2:37][NH:38][C:39]2[CH:44]=[CH:43][C:42]([C@@H:45]3[CH2:47][C@H:46]3[C:48]([OH:50])=O)=[CH:41][CH:40]=2)=[CH:33][CH:32]=1.[OH-].[NH4+].O. Given the product [N:25]1[CH:30]=[CH:29][CH:28]=[CH:27][C:26]=1[C:31]1[CH:32]=[CH:33][C:34]([CH2:37][NH:38][C:39]2[CH:40]=[CH:41][C:42]([C@@H:45]3[CH2:47][C@H:46]3[C:48]([NH2:2])=[O:50])=[CH:43][CH:44]=2)=[CH:35][CH:36]=1, predict the reactants needed to synthesize it. (2) Given the product [NH2:23][C:20]1[C:19]2[C:14]([C:11]3[CH:10]=[CH:9][C:8]([O:1][C:2]4[CH:7]=[CH:6][CH:5]=[CH:4][CH:3]=4)=[CH:13][CH:12]=3)=[N:15][C:16]([CH:24]3[CH2:29][CH2:28][N:27]([C:64](=[O:65])[CH2:63][C:61]#[N:62])[CH2:26][CH2:25]3)=[CH:17][C:18]=2[NH:22][N:21]=1, predict the reactants needed to synthesize it. The reactants are: [O:1]([C:8]1[CH:13]=[CH:12][C:11]([C:14]2[C:19]3[C:20]([NH2:23])=[N:21][NH:22][C:18]=3[CH:17]=[C:16]([CH:24]3[CH2:29][CH2:28][NH:27][CH2:26][CH2:25]3)[N:15]=2)=[CH:10][CH:9]=1)[C:2]1[CH:7]=[CH:6][CH:5]=[CH:4][CH:3]=1.CCN(C(C)C)C(C)C.CN(C(ON1N=NC2C=CC=CC1=2)=[N+](C)C)C.[B-](F)(F)(F)F.[C:61]([CH2:63][C:64](O)=[O:65])#[N:62]. (3) The reactants are: [Br:1][C:2]1[C:6]2[CH2:7][N:8]([C:11](OC(C)(C)C)=[O:12])[CH2:9][CH2:10][C:5]=2[N:4]([CH:18]([CH3:24])[C:19]([O:21][CH2:22][CH3:23])=[O:20])[N:3]=1.F[C:26](F)(F)C(O)=O.C(N(CC)CC)C.C(OC(=O)C)(=O)C. Given the product [C:11]([N:8]1[CH2:9][CH2:10][C:5]2[N:4]([CH:18]([CH3:24])[C:19]([O:21][CH2:22][CH3:23])=[O:20])[N:3]=[C:2]([Br:1])[C:6]=2[CH2:7]1)(=[O:12])[CH3:26], predict the reactants needed to synthesize it. (4) The reactants are: [CH3:1][O:2][C:3](=[O:19])[C:4]1[CH:9]=[CH:8][C:7](N)=[C:6]([O:11][CH2:12][C:13]2[CH:18]=[CH:17][CH:16]=[CH:15][CH:14]=2)[CH:5]=1.B(F)(F)F.CCOCC.N(OC(C)(C)C)=O.[Cl-:36].[Li+].[S:38](=[O:40])=[O:39].COC(=O)C1C=CC(N=N)=C(OCC2C=CC=CC=2)C=1. Given the product [CH3:1][O:2][C:3](=[O:19])[C:4]1[CH:9]=[CH:8][C:7]([S:38]([Cl:36])(=[O:40])=[O:39])=[C:6]([O:11][CH2:12][C:13]2[CH:18]=[CH:17][CH:16]=[CH:15][CH:14]=2)[CH:5]=1, predict the reactants needed to synthesize it. (5) Given the product [Br:17][C:16]1[CH:15]=[CH:14][C:13]([NH:18][C:19]2[O:9][C:3]3[C:4]([Cl:8])=[CH:5][CH:6]=[CH:7][C:2]=3[N:1]=2)=[CH:12][C:11]=1[Cl:10], predict the reactants needed to synthesize it. The reactants are: [NH2:1][C:2]1[CH:7]=[CH:6][CH:5]=[C:4]([Cl:8])[C:3]=1[OH:9].[Cl:10][C:11]1[CH:12]=[C:13]([N:18]=[C:19]=S)[CH:14]=[CH:15][C:16]=1[Br:17].O[Li].O.OO.